Dataset: Reaction yield outcomes from USPTO patents with 853,638 reactions. Task: Predict the reaction yield, written as a fraction of the theoretical maximum amount of product (1.0 means a 100% yield; for example, 0.34 means a 34% yield). (1) The reactants are [CH2:1]([O:8][CH2:9][C:10]#[C:11][C:12](=[O:17])[C:13]([Cl:16])([Cl:15])[Cl:14])[C:2]1[CH:7]=[CH:6][CH:5]=[CH:4][CH:3]=1.[Cl:18][C:19]1[C:20]([NH:25][NH2:26])=[N:21][CH:22]=[CH:23][CH:24]=1. The catalyst is C(OC)(C)(C)C. The product is [CH2:1]([O:8][CH2:9][C:10]1[CH2:11][C:12]([C:13]([Cl:16])([Cl:15])[Cl:14])([OH:17])[N:25]([C:20]2[C:19]([Cl:18])=[CH:24][CH:23]=[CH:22][N:21]=2)[N:26]=1)[C:2]1[CH:3]=[CH:4][CH:5]=[CH:6][CH:7]=1. The yield is 0.940. (2) The reactants are [F:1][C:2]1[CH:7]=[CH:6][C:5]([CH:8]2[C:13]3=[N:14][NH:15][C:16](=[O:21])[C:17]4[CH:18]=[CH:19][CH:20]=[C:11]([C:12]=43)[NH:10][CH:9]2[C:22]2[CH:29]=[CH:28][C:25]([CH:26]=O)=[CH:24][CH:23]=2)=[CH:4][CH:3]=1.CC(O)=O.[NH:34]1[CH2:38][CH2:37][CH2:36][CH2:35]1.[BH-](OC(C)=O)(OC(C)=O)OC(C)=O.[Na+].Cl. The catalyst is C(Cl)Cl.C(OCC)(=O)C. The product is [F:1][C:2]1[CH:7]=[CH:6][C:5]([CH:8]2[C:13]3=[N:14][NH:15][C:16](=[O:21])[C:17]4[CH:18]=[CH:19][CH:20]=[C:11]([C:12]=43)[NH:10][CH:9]2[C:22]2[CH:23]=[CH:24][C:25]([CH2:26][N:34]3[CH2:38][CH2:37][CH2:36][CH2:35]3)=[CH:28][CH:29]=2)=[CH:4][CH:3]=1. The yield is 0.260.